Predict the reaction yield, written as a fraction of the theoretical maximum amount of product (1.0 means a 100% yield; for example, 0.34 means a 34% yield). From a dataset of Reaction yield outcomes from USPTO patents with 853,638 reactions. The reactants are [Br:1][C:2]1[S:6][CH:5]=[C:4]([C:7]([OH:9])=O)[CH:3]=1.C(N(CC)C(C)C)(C)C.ON1C2C=CC=CC=2N=N1.Cl.C(N=C=NCCCN(C)C)C.[CH2:41]([NH2:48])[C:42]1[CH:47]=[CH:46][CH:45]=[CH:44][CH:43]=1. The catalyst is CN(C)C=O.C(OCC)(=O)C. The product is [CH2:41]([NH:48][C:7]([C:4]1[CH:3]=[C:2]([Br:1])[S:6][CH:5]=1)=[O:9])[C:42]1[CH:47]=[CH:46][CH:45]=[CH:44][CH:43]=1. The yield is 0.800.